Task: Predict the product of the given reaction.. Dataset: Forward reaction prediction with 1.9M reactions from USPTO patents (1976-2016) (1) Given the reactants [C:12]([O:11][C:9](O[C:9]([O:11][C:12]([CH3:15])([CH3:14])[CH3:13])=[O:10])=[O:10])([CH3:15])([CH3:14])[CH3:13].Cl.[C:17]([C:19]1([C:25]2[CH:30]=[CH:29][CH:28]=[CH:27][CH:26]=2)[CH2:24][CH2:23][NH:22][CH2:21][CH2:20]1)#[N:18].C(=O)([O-])[O-].[Na+].[Na+], predict the reaction product. The product is: [NH2:18][CH2:17][C:19]1([C:25]2[CH:30]=[CH:29][CH:28]=[CH:27][CH:26]=2)[CH2:20][CH2:21][N:22]([C:9]([O:11][C:12]([CH3:13])([CH3:14])[CH3:15])=[O:10])[CH2:23][CH2:24]1. (2) Given the reactants [C:1]([C:3]1[C:8]([S:9](=[O:22])(=[O:21])[NH:10][C:11]2[CH:12]=[CH:13][C:14]3[CH2:18][O:17][B:16]([OH:19])[C:15]=3[CH:20]=2)=[CH:7][N:6]=[C:5]([NH:23]C(=O)C)[CH:4]=1)#[N:2], predict the reaction product. The product is: [NH2:23][C:5]1[N:6]=[CH:7][C:8]([S:9]([NH:10][C:11]2[CH:12]=[CH:13][C:14]3[CH2:18][O:17][B:16]([OH:19])[C:15]=3[CH:20]=2)(=[O:22])=[O:21])=[C:3]([C:1]#[N:2])[CH:4]=1. (3) Given the reactants [CH2:1]([N:8]1[CH2:13][CH2:12][C:11]([C:20]#[N:21])([C:14]2[CH:19]=[CH:18][CH:17]=[CH:16][CH:15]=2)[CH2:10][CH2:9]1)[C:2]1[CH:7]=[CH:6][CH:5]=[CH:4][CH:3]=1.Cl.S(=O)(=O)(O)[OH:24].C(O)(=O)C, predict the reaction product. The product is: [CH2:1]([N:8]1[CH2:9][CH2:10][C:11]([C:14]2[CH:19]=[CH:18][CH:17]=[CH:16][CH:15]=2)([C:20]([NH2:21])=[O:24])[CH2:12][CH2:13]1)[C:2]1[CH:3]=[CH:4][CH:5]=[CH:6][CH:7]=1.